From a dataset of HIV replication inhibition screening data with 41,000+ compounds from the AIDS Antiviral Screen. Binary Classification. Given a drug SMILES string, predict its activity (active/inactive) in a high-throughput screening assay against a specified biological target. (1) The compound is N=C(NN=CC(O)C(O)C(O)C(O)C(=O)O)C(=N)NN=CC(O)C(O)C(O)C(O)C(=O)O. The result is 0 (inactive). (2) The molecule is [O-]c1c2cc(-[n+]3c(-c4ccccc4)cc(-c4ccccc4)cc3-c3ccccc3)cc1COC(c1ccccc1)C(c1ccccc1)OCCOCCOC(c1ccccc1)C(c1ccccc1)OC2. The result is 0 (inactive). (3) The molecule is c1cnc(NCCSSCCNc2ncccn2)nc1. The result is 0 (inactive). (4) The compound is COC1N(C2CC(N=[N+]=[N-])C(CO)O2)C(=O)NC(=O)C1(C)I. The result is 1 (active). (5) The compound is CCCCCCCCCCC#CCC(=O)SCCNC(=O)CCNC(=O)C(O)C(C)(C)COP(=O)(O)OP(=O)(O)OCC1OC(n2cnc3c(N)ncnc32)C(O)C1OP(=O)(O)O. The result is 0 (inactive). (6) The compound is CN=S(=O)(c1ccccc1)C1(C)CC(C)=C(C)CS1=O. The result is 0 (inactive).